This data is from Full USPTO retrosynthesis dataset with 1.9M reactions from patents (1976-2016). The task is: Predict the reactants needed to synthesize the given product. (1) Given the product [CH3:9][C@@H:10]1[O:25][C:6](=[O:28])[C@H:7]([CH3:8])[O:12][C:11]1=[O:13], predict the reactants needed to synthesize it. The reactants are: C(=O)(O)[O-].[Na+].[CH2:6]([OH:28])[C@H:7]1[O:12][C@H:11]([O:13][C@]2(CO)O[C@H](CO)[C@@H](O)[C@@H]2O)[C@H:10]([OH:25])[C@@H:9](O)[C@@H:8]1O. (2) The reactants are: [H-].[Na+].[CH3:3][CH:4]1[CH2:13][CH2:12][C:11]2[C:6](=[CH:7][CH:8]=[CH:9][CH:10]=2)[C:5]1=[O:14].C([O:17][C:18](=[O:25])[CH2:19][CH2:20][CH2:21][CH2:22][CH2:23]Br)C. Given the product [CH3:3][C:4]1([CH2:23][CH2:22][CH2:21][CH2:20][CH2:19][C:18]([OH:25])=[O:17])[CH2:13][CH2:12][C:11]2[C:6](=[CH:7][CH:8]=[CH:9][CH:10]=2)[C:5]1=[O:14], predict the reactants needed to synthesize it.